This data is from Catalyst prediction with 721,799 reactions and 888 catalyst types from USPTO. The task is: Predict which catalyst facilitates the given reaction. (1) Reactant: [Li+].[OH-].C[O:4][C:5]([C:7]1[CH:8]=[C:9]2[C:13](=[CH:14][C:15]=1[NH:16][C:17](=[O:22])[CH2:18][CH:19]([CH3:21])[CH3:20])[NH:12][CH:11]=[CH:10]2)=[O:6]. Product: [CH3:20][CH:19]([CH3:21])[CH2:18][C:17]([NH:16][C:15]1[CH:14]=[C:13]2[C:9]([CH:10]=[CH:11][NH:12]2)=[CH:8][C:7]=1[C:5]([OH:6])=[O:4])=[O:22]. The catalyst class is: 1. (2) Reactant: [CH2:1]([NH:3][CH2:4][C:5]1[CH:10]=[CH:9][C:8]([CH2:11][N:12]2[CH2:17][CH2:16][N:15]([C:18]3[C:23]([C:24]([O:26][CH:27]([CH3:29])[CH3:28])=[O:25])=[CH:22][CH:21]=[CH:20][N:19]=3)[CH2:14][CH2:13]2)=[CH:7][CH:6]=1)[CH3:2].[CH3:30][C:31]1[N:36]=[C:35]([CH:37]=O)[CH:34]=[CH:33][CH:32]=1.C(O)(=O)C.C([BH3-])#N.[Na+]. Product: [CH2:1]([N:3]([CH2:4][C:5]1[CH:6]=[CH:7][C:8]([CH2:11][N:12]2[CH2:13][CH2:14][N:15]([C:18]3[C:23]([C:24]([O:26][CH:27]([CH3:28])[CH3:29])=[O:25])=[CH:22][CH:21]=[CH:20][N:19]=3)[CH2:16][CH2:17]2)=[CH:9][CH:10]=1)[CH2:37][C:35]1[CH:34]=[CH:33][CH:32]=[C:31]([CH3:30])[N:36]=1)[CH3:2]. The catalyst class is: 5. (3) Reactant: [Cl:1][C:2]1[CH:11]=[C:10]2[C:5]([CH:6]=[C:7]([C:13]3[C:18]([Cl:19])=[C:17]([O:20][CH3:21])[CH:16]=[C:15]([O:22][CH3:23])[C:14]=3[Cl:24])[C:8](=[O:12])[NH:9]2)=[CH:4][N:3]=1.C([O-])([O-])=O.[K+].[K+].C([O-])([O-])=O.[Cs+].[Cs+].CS(O[CH2:42][CH2:43][CH2:44][N:45]1[CH2:50][CH2:49][N:48]([C:51]([O:53][C:54]([CH3:57])([CH3:56])[CH3:55])=[O:52])[CH2:47][CH2:46]1)(=O)=O. The catalyst class is: 18. Product: [Cl:1][C:2]1[CH:11]=[C:10]2[C:5]([CH:6]=[C:7]([C:13]3[C:14]([Cl:24])=[C:15]([O:22][CH3:23])[CH:16]=[C:17]([O:20][CH3:21])[C:18]=3[Cl:19])[C:8](=[O:12])[N:9]2[CH2:42][CH2:43][CH2:44][N:45]2[CH2:50][CH2:49][N:48]([C:51]([O:53][C:54]([CH3:55])([CH3:57])[CH3:56])=[O:52])[CH2:47][CH2:46]2)=[CH:4][N:3]=1. (4) Reactant: [CH2:1]([CH:3]1[N:12]2[C:7](=[CH:8][C:9](=[O:18])[C:10]([C:13]([O:15]CC)=[O:14])=[CH:11]2)[C:6]2[CH:19]=[C:20]([O:32][CH3:33])[C:21]([O:23][CH2:24][CH2:25][C:26]3[CH:31]=[CH:30][CH:29]=[CH:28][CH:27]=3)=[CH:22][C:5]=2[CH2:4]1)[CH3:2].[OH-].[Na+].Cl. Product: [CH2:1]([CH:3]1[N:12]2[C:7](=[CH:8][C:9](=[O:18])[C:10]([C:13]([OH:15])=[O:14])=[CH:11]2)[C:6]2[CH:19]=[C:20]([O:32][CH3:33])[C:21]([O:23][CH2:24][CH2:25][C:26]3[CH:31]=[CH:30][CH:29]=[CH:28][CH:27]=3)=[CH:22][C:5]=2[CH2:4]1)[CH3:2]. The catalyst class is: 1.